The task is: Predict the reactants needed to synthesize the given product.. This data is from Full USPTO retrosynthesis dataset with 1.9M reactions from patents (1976-2016). (1) Given the product [CH:20]1([C:18]([C:12]2[CH:13]=[N:14][C:15]3[C:10]([C:11]=2[NH:23][C@H:24]2[CH2:25][CH2:26][C@H:27]([CH2:30][N:31]([CH3:33])[CH3:32])[CH2:28][CH2:29]2)=[CH:9][C:8]([C:39]2[CH:40]=[C:35]([Cl:34])[C:36]([OH:51])=[C:37]([Cl:50])[CH:38]=2)=[CH:17][CH:16]=3)=[O:19])[CH2:21][CH2:22]1, predict the reactants needed to synthesize it. The reactants are: C([O-])([O-])=O.[Na+].[Na+].Br[C:8]1[CH:9]=[C:10]2[C:15](=[CH:16][CH:17]=1)[N:14]=[CH:13][C:12]([C:18]([CH:20]1[CH2:22][CH2:21]1)=[O:19])=[C:11]2[NH:23][C@H:24]1[CH2:29][CH2:28][C@H:27]([CH2:30][N:31]([CH3:33])[CH3:32])[CH2:26][CH2:25]1.[Cl:34][C:35]1[CH:40]=[C:39](B2OC(C)(C)C(C)(C)O2)[CH:38]=[C:37]([Cl:50])[C:36]=1[OH:51]. (2) The reactants are: [F:1][C:2]([F:12])([F:11])[O:3][C:4]1[CH:9]=[CH:8][C:7](Br)=[CH:6][CH:5]=1.[S:13]1[CH:17]=[CH:16][CH:15]=[C:14]1B(O)O.C([O-])([O-])=O.[Na+].[Na+].ClCCl. Given the product [F:1][C:2]([F:12])([F:11])[O:3][C:4]1[CH:9]=[CH:8][C:7]([C:14]2[S:13][CH:17]=[CH:16][CH:15]=2)=[CH:6][CH:5]=1, predict the reactants needed to synthesize it.